From a dataset of Catalyst prediction with 721,799 reactions and 888 catalyst types from USPTO. Predict which catalyst facilitates the given reaction. (1) The catalyst class is: 5. Product: [CH3:9][C:10]1([C:14]2[CH:21]=[CH:20][CH:19]=[CH:18][C:15]=2[CH2:16][NH:4][CH:1]2[CH2:3][CH2:2]2)[CH2:11][O:12][CH2:13]1. Reactant: [CH:1]1([NH2:4])[CH2:3][CH2:2]1.C(O)(=O)C.[CH3:9][C:10]1([C:14]2[CH:21]=[CH:20][CH:19]=[CH:18][C:15]=2[CH:16]=O)[CH2:13][O:12][CH2:11]1.C([BH3-])#N.[Na+]. (2) Reactant: [OH:1][C:2]1[CH:7]=[CH:6][C:5]([C:8]2[CH:13]=[CH:12][C:11]([N+:14]([O-:16])=[O:15])=[CH:10][CH:9]=2)=[CH:4][CH:3]=1.Br[CH2:18][C:19]([O:21][CH3:22])=[O:20].[I-].[K+].C(=O)([O-])[O-].[K+].[K+]. Product: [CH3:22][O:21][C:19](=[O:20])[CH2:18][O:1][C:2]1[CH:3]=[CH:4][C:5]([C:8]2[CH:13]=[CH:12][C:11]([N+:14]([O-:16])=[O:15])=[CH:10][CH:9]=2)=[CH:6][CH:7]=1. The catalyst class is: 21. (3) Reactant: [CH3:1][O:2][C:3]1[CH:8]=[CH:7][C:6]([NH:9][C:10]([C@@H:12]2[CH2:16][CH2:15][CH2:14][N:13]2C(=O)C(F)(F)F)=[O:11])=[CH:5][C:4]=1[NH:23][C:24]([NH:26][C:27]1[CH:32]=[N:31][CH:30]=[CH:29][N:28]=1)=[O:25].[OH-].[K+]. Product: [CH3:1][O:2][C:3]1[CH:8]=[CH:7][C:6]([NH:9][C:10]([C@@H:12]2[CH2:16][CH2:15][CH2:14][NH:13]2)=[O:11])=[CH:5][C:4]=1[NH:23][C:24]([NH:26][C:27]1[CH:32]=[N:31][CH:30]=[CH:29][N:28]=1)=[O:25]. The catalyst class is: 24. (4) Product: [CH3:24][S:25]([NH:28][C:21]([C:12]1[CH:13]=[CH:14][C:15]2[C:16]3[S:20][CH:19]=[CH:18][C:17]=3[C:8]([NH:7][C:1]3[CH:6]=[CH:5][CH:4]=[CH:3][CH:2]=3)=[N:9][C:10]=2[CH:11]=1)=[O:23])(=[O:27])=[O:26]. The catalyst class is: 241. Reactant: [C:1]1([NH:7][C:8]2[C:17]3[CH:18]=[CH:19][S:20][C:16]=3[C:15]3[CH:14]=[CH:13][C:12]([C:21]([OH:23])=O)=[CH:11][C:10]=3[N:9]=2)[CH:6]=[CH:5][CH:4]=[CH:3][CH:2]=1.[CH3:24][S:25]([NH2:28])(=[O:27])=[O:26].CCN=C=NCCCN(C)C.O. (5) Reactant: [F:1][C:2]1[CH:7]=[C:6]([S:8]([CH3:11])(=[O:10])=[O:9])[C:5]([F:12])=[CH:4][C:3]=1[NH:13][C@H:14]1[CH2:20][CH2:19][CH2:18][CH2:17][N:16]([CH:21]2[CH2:26][CH2:25][N:24]([C:27](=[N:29][OH:30])[NH2:28])[CH2:23][CH2:22]2)[C:15]1=[O:31].[F:32][C:33]([F:44])([F:43])[C:34](O[C:34](=O)[C:33]([F:44])([F:43])[F:32])=O. The catalyst class is: 12. Product: [F:1][C:2]1[CH:7]=[C:6]([S:8]([CH3:11])(=[O:9])=[O:10])[C:5]([F:12])=[CH:4][C:3]=1[NH:13][C@H:14]1[CH2:20][CH2:19][CH2:18][CH2:17][N:16]([CH:21]2[CH2:26][CH2:25][N:24]([C:27]3[N:28]=[C:34]([C:33]([F:44])([F:43])[F:32])[O:30][N:29]=3)[CH2:23][CH2:22]2)[C:15]1=[O:31]. (6) Reactant: [F:1][C:2]1[CH:3]=[C:4]2[C:10]([C:11]3[N:12]=[C:13](I)[C:14]4[C:19]([CH3:21])([CH3:20])[C:18](=[O:22])[NH:17][C:15]=4[N:16]=3)=[N:9][N:8]([CH2:24][C:25]3[CH:30]=[CH:29][CH:28]=[CH:27][C:26]=3[F:31])[C:5]2=[N:6][CH:7]=1.[F:32][C:33]([F:39])([F:38])[CH2:34][CH2:35][CH2:36][NH2:37]. Product: [F:1][C:2]1[CH:3]=[C:4]2[C:10]([C:11]3[N:12]=[C:13]([NH:37][CH2:36][CH2:35][CH2:34][C:33]([F:39])([F:38])[F:32])[C:14]4[C:19]([CH3:21])([CH3:20])[C:18](=[O:22])[NH:17][C:15]=4[N:16]=3)=[N:9][N:8]([CH2:24][C:25]3[CH:30]=[CH:29][CH:28]=[CH:27][C:26]=3[F:31])[C:5]2=[N:6][CH:7]=1. The catalyst class is: 60. (7) Reactant: [NH2:1][CH2:2][CH2:3][C:4]1[CH:5]=[C:6]([CH2:10][C@H:11]([NH:13][CH2:14][C@@H:15]([C:24]2[CH:33]=[CH:32][C:31]([O:34][CH2:35][C:36]3[CH:41]=[CH:40][CH:39]=[CH:38][CH:37]=3)=[C:30]3[C:25]=2[CH:26]=[CH:27][C:28](=[O:42])[NH:29]3)[O:16][Si:17]([C:20]([CH3:23])([CH3:22])[CH3:21])([CH3:19])[CH3:18])[CH3:12])[CH:7]=[CH:8][CH:9]=1.[C:43]1([C:75]2[CH:80]=[CH:79][CH:78]=[CH:77][CH:76]=2)[CH:48]=[CH:47][CH:46]=[CH:45][C:44]=1[NH:49][C:50]([O:52][CH:53]1[CH2:58][CH2:57][N:56]([CH2:59][CH2:60][C:61](CNC2C=CC(CC(O)=O)=CC=2)=[O:62])[CH2:55][CH2:54]1)=[O:51].[O-]S(C(F)(F)F)(=O)=O.C([N:92]([CH2:96][CH3:97])C(C)C)(C)C. Product: [CH2:35]([O:34][C:31]1[CH:32]=[CH:33][C:24]([C@@H:15]([O:16][Si:17]([C:20]([CH3:21])([CH3:23])[CH3:22])([CH3:19])[CH3:18])[CH2:14][NH:13][C@H:11]([CH3:12])[CH2:10][C:6]2[CH:5]=[C:4]([CH2:3][CH2:2][NH:1][C:15]([CH2:24][C:25]3[CH:30]=[CH:31][C:97]([CH2:96][NH:92][C:61]([CH2:60][CH2:59][N:56]4[CH2:55][CH2:54][CH:53]([O:52][C:50](=[O:51])[NH:49][C:44]5[CH:45]=[CH:46][CH:47]=[CH:48][C:43]=5[C:75]5[CH:80]=[CH:79][CH:78]=[CH:77][CH:76]=5)[CH2:58][CH2:57]4)=[O:62])=[CH:27][CH:26]=3)=[O:16])[CH:9]=[CH:8][CH:7]=2)=[C:25]2[C:30]=1[NH:29][C:28](=[O:42])[CH:27]=[CH:26]2)[C:36]1[CH:37]=[CH:38][CH:39]=[CH:40][CH:41]=1. The catalyst class is: 2. (8) Reactant: Br.Br[CH:3]([C:5]1[CH:6]=[C:7]([C:23]([N:25]([CH3:27])[CH3:26])=[O:24])[CH:8]=[C:9]2[C:14]=1[O:13][C:12]([N:15]1[CH2:20][CH2:19][O:18][C@H:17]([CH3:21])[CH2:16]1)=[CH:11][C:10]2=[O:22])[CH3:4].[F:28][C:29]1[CH:30]=[C:31]([CH:33]=[C:34]([F:36])[CH:35]=1)[NH2:32]. Product: [F:28][C:29]1[CH:30]=[C:31]([NH:32][CH:3]([C:5]2[CH:6]=[C:7]([C:23]([N:25]([CH3:27])[CH3:26])=[O:24])[CH:8]=[C:9]3[C:14]=2[O:13][C:12]([N:15]2[CH2:20][CH2:19][O:18][C@H:17]([CH3:21])[CH2:16]2)=[CH:11][C:10]3=[O:22])[CH3:4])[CH:33]=[C:34]([F:36])[CH:35]=1. The catalyst class is: 44. (9) Reactant: [NH2:1][C:2]1[CH:3]=[N:4][CH:5]=[CH:6][C:7]=1[N:8]1[CH2:13][C@H:12]([CH3:14])[CH2:11][C@H:10]([NH:15][C:16](=[O:22])[O:17][C:18]([CH3:21])([CH3:20])[CH3:19])[CH2:9]1.[C:23]([O:27][C:28]([NH:30][C:31]1[O:39][C:38]2[C:33](=[N:34][CH:35]=[C:36]([CH:40]3[CH2:45][CH2:44][O:43][CH2:42][CH2:41]3)[CH:37]=2)[C:32]=1[C:46](O)=[O:47])=[O:29])([CH3:26])([CH3:25])[CH3:24].CN(C(ON1N=NC2C=CC=NC1=2)=[N+](C)C)C.F[P-](F)(F)(F)(F)F.CCN(C(C)C)C(C)C. Product: [C:18]([O:17][C:16]([NH:15][C@H:10]1[CH2:11][C@@H:12]([CH3:14])[CH2:13][N:8]([C:7]2[CH:6]=[CH:5][N:4]=[CH:3][C:2]=2[NH:1][C:46]([C:32]2[C:33]3=[N:34][CH:35]=[C:36]([CH:40]4[CH2:41][CH2:42][O:43][CH2:44][CH2:45]4)[CH:37]=[C:38]3[O:39][C:31]=2[NH:30][C:28](=[O:29])[O:27][C:23]([CH3:25])([CH3:24])[CH3:26])=[O:47])[CH2:9]1)=[O:22])([CH3:21])([CH3:20])[CH3:19]. The catalyst class is: 26.